Dataset: NCI-60 drug combinations with 297,098 pairs across 59 cell lines. Task: Regression. Given two drug SMILES strings and cell line genomic features, predict the synergy score measuring deviation from expected non-interaction effect. (1) Drug 1: CC12CCC(CC1=CCC3C2CCC4(C3CC=C4C5=CN=CC=C5)C)O. Drug 2: C1C(C(OC1N2C=NC(=NC2=O)N)CO)O. Cell line: NCI-H460. Synergy scores: CSS=9.23, Synergy_ZIP=-2.51, Synergy_Bliss=1.33, Synergy_Loewe=-0.943, Synergy_HSA=0.752. (2) Cell line: MDA-MB-435. Drug 2: C1CN(CCN1C(=O)CCBr)C(=O)CCBr. Synergy scores: CSS=3.95, Synergy_ZIP=-3.79, Synergy_Bliss=-4.92, Synergy_Loewe=-0.279, Synergy_HSA=-3.13. Drug 1: CCCCCOC(=O)NC1=NC(=O)N(C=C1F)C2C(C(C(O2)C)O)O. (3) Drug 1: B(C(CC(C)C)NC(=O)C(CC1=CC=CC=C1)NC(=O)C2=NC=CN=C2)(O)O. Drug 2: CCC1=C2CN3C(=CC4=C(C3=O)COC(=O)C4(CC)O)C2=NC5=C1C=C(C=C5)O. Cell line: SW-620. Synergy scores: CSS=78.6, Synergy_ZIP=7.45, Synergy_Bliss=7.81, Synergy_Loewe=5.83, Synergy_HSA=8.69. (4) Synergy scores: CSS=11.0, Synergy_ZIP=-2.92, Synergy_Bliss=4.62, Synergy_Loewe=3.03, Synergy_HSA=3.12. Drug 1: C1C(C(OC1N2C=NC3=C(N=C(N=C32)Cl)N)CO)O. Drug 2: COCCOC1=C(C=C2C(=C1)C(=NC=N2)NC3=CC=CC(=C3)C#C)OCCOC.Cl. Cell line: T-47D. (5) Drug 1: COCCOC1=C(C=C2C(=C1)C(=NC=N2)NC3=CC=CC(=C3)C#C)OCCOC. Drug 2: CC(C)(C#N)C1=CC=C(C=C1)N2C3=C4C=C(C=CC4=NC=C3N(C2=O)C)C5=CC6=CC=CC=C6N=C5. Cell line: NCI-H460. Synergy scores: CSS=65.3, Synergy_ZIP=2.85, Synergy_Bliss=3.03, Synergy_Loewe=7.20, Synergy_HSA=9.58. (6) Drug 1: CC1=C(C=C(C=C1)NC2=NC=CC(=N2)N(C)C3=CC4=NN(C(=C4C=C3)C)C)S(=O)(=O)N.Cl. Cell line: COLO 205. Drug 2: CS(=O)(=O)OCCCCOS(=O)(=O)C. Synergy scores: CSS=13.0, Synergy_ZIP=-4.19, Synergy_Bliss=-3.88, Synergy_Loewe=-11.2, Synergy_HSA=-10.6. (7) Drug 1: CC12CCC(CC1=CCC3C2CCC4(C3CC=C4C5=CN=CC=C5)C)O. Drug 2: C1=NC2=C(N1)C(=S)N=CN2. Cell line: NCI-H522. Synergy scores: CSS=13.0, Synergy_ZIP=-12.2, Synergy_Bliss=-14.1, Synergy_Loewe=-30.8, Synergy_HSA=-14.2.